Predict the reaction yield, written as a fraction of the theoretical maximum amount of product (1.0 means a 100% yield; for example, 0.34 means a 34% yield). From a dataset of Reaction yield outcomes from USPTO patents with 853,638 reactions. (1) The reactants are [C:1](N1C=CN=C1)(N1C=CN=C1)=[O:2].[C:13]([C:17]1[CH:21]=[C:20]([NH2:22])[N:19]([C:23]2[CH:28]=[CH:27][C:26]([CH3:29])=[CH:25][CH:24]=2)[N:18]=1)([CH3:16])([CH3:15])[CH3:14].[NH2:30][C:31]1[CH:36]=[C:35]([CH2:37][O:38][C:39]2[C:48]3[C:43](=[CH:44][CH:45]=[CH:46][CH:47]=3)[C:42]([NH2:49])=[CH:41][CH:40]=2)[CH:34]=[CH:33][N:32]=1. The catalyst is C(Cl)Cl. The product is [NH2:30][C:31]1[CH:36]=[C:35]([CH2:37][O:38][C:39]2[C:48]3[C:43](=[CH:44][CH:45]=[CH:46][CH:47]=3)[C:42]([NH:49][C:1]([NH:22][C:20]3[N:19]([C:23]4[CH:24]=[CH:25][C:26]([CH3:29])=[CH:27][CH:28]=4)[N:18]=[C:17]([C:13]([CH3:16])([CH3:15])[CH3:14])[CH:21]=3)=[O:2])=[CH:41][CH:40]=2)[CH:34]=[CH:33][N:32]=1. The yield is 0.630. (2) The reactants are [CH3:1][C:2]1([CH:6]2[CH2:11][CH:10]([OH:12])[CH2:9][CH2:8][O:7]2)[CH2:5][O:4][CH2:3]1.C1C=C[NH+]=CC=1.[O-][Cr](Cl)(=O)=O. The catalyst is C(Cl)Cl. The product is [CH3:1][C:2]1([CH:6]2[CH2:11][C:10](=[O:12])[CH2:9][CH2:8][O:7]2)[CH2:3][O:4][CH2:5]1. The yield is 0.411.